This data is from Reaction yield outcomes from USPTO patents with 853,638 reactions. The task is: Predict the reaction yield, written as a fraction of the theoretical maximum amount of product (1.0 means a 100% yield; for example, 0.34 means a 34% yield). (1) The reactants are O[CH2:2][CH:3]([NH:13][C:14](=[O:20])[O:15][C:16]([CH3:19])([CH3:18])[CH3:17])[C:4]([CH3:12])([C:6]1[CH:11]=[CH:10][CH:9]=[CH:8][CH:7]=1)[CH3:5].C1(P(C2C=CC=CC=2)C2C=CC=CC=2)C=CC=CC=1.[C:40]1(=[O:50])[NH:44][C:43](=[O:45])[C:42]2=[CH:46][CH:47]=[CH:48][CH:49]=[C:41]12.N(C(OCC)=O)=NC(OCC)=O. The catalyst is C1COCC1.CO. The product is [O:45]=[C:43]1[C:42]2[C:41](=[CH:49][CH:48]=[CH:47][CH:46]=2)[C:40](=[O:50])[N:44]1[CH2:2][CH:3]([NH:13][C:14](=[O:20])[O:15][C:16]([CH3:19])([CH3:18])[CH3:17])[C:4]([CH3:12])([C:6]1[CH:11]=[CH:10][CH:9]=[CH:8][CH:7]=1)[CH3:5]. The yield is 0.640. (2) The reactants are Cl[C:2]1[N:7]2[N:8]=[C:9]([CH3:11])[CH:10]=[C:6]2[N:5]=[C:4]([NH:12][C:13](=[O:24])[C:14]2[CH:19]=[CH:18][C:17]([C:20]([OH:23])([CH3:22])[CH3:21])=[CH:16][CH:15]=2)[CH:3]=1.[NH:25]1[CH2:30][CH2:29][CH:28]([CH2:31][CH2:32][OH:33])[CH2:27][CH2:26]1. The catalyst is CN(C=O)C.CS(C)=O.CO. The product is [OH:33][CH2:32][CH2:31][CH:28]1[CH2:29][CH2:30][N:25]([C:2]2[N:7]3[N:8]=[C:9]([CH3:11])[CH:10]=[C:6]3[N:5]=[C:4]([NH:12][C:13](=[O:24])[C:14]3[CH:19]=[CH:18][C:17]([C:20]([OH:23])([CH3:22])[CH3:21])=[CH:16][CH:15]=3)[CH:3]=2)[CH2:26][CH2:27]1. The yield is 0.580. (3) The yield is 0.470. The product is [C:1]([C:5]1[CH:6]=[C:7]2[C:9]([C:15](=[O:14])[C:16]([C:17]([O:19][CH2:20][CH3:21])=[O:18])=[CH:22][NH:8]2)=[CH:10][CH:11]=1)([CH3:4])([CH3:2])[CH3:3]. The reactants are [C:1]([C:5]1[CH:6]=[C:7]([CH:9]=[CH:10][CH:11]=1)[NH2:8])([CH3:4])([CH3:3])[CH3:2].C([O:14][CH:15]=[C:16]([C:22](OCC)=O)[C:17]([O:19][CH2:20][CH3:21])=[O:18])C. No catalyst specified. (4) The reactants are [CH2:1]([NH2:4])[CH2:2][CH3:3].C(N)(C)(C)C.[Cl:10][CH2:11][CH2:12][CH2:13][CH2:14][S:15](Cl)(=[O:17])=[O:16]. No catalyst specified. The product is [Cl:10][CH2:11][CH2:12][CH2:13][CH2:14][S:15]([NH:4][CH2:1][CH2:2][CH3:3])(=[O:17])=[O:16]. The yield is 0.880. (5) The product is [O:16]=[C:14]1[NH:13][C:12]2[CH:17]=[C:8]([C:5]3([C:3]([OH:4])=[O:2])[CH2:7][CH2:6]3)[CH:9]=[CH:10][C:11]=2[O:15]1. The catalyst is CO.O. The yield is 0.840. The reactants are C[O:2][C:3]([C:5]1([C:8]2[CH:9]=[CH:10][C:11]3[O:15][C:14](=[O:16])[NH:13][C:12]=3[CH:17]=2)[CH2:7][CH2:6]1)=[O:4].O[Li].O. (6) The reactants are [H-].[Na+].[N+:3]([C:6]1[CH:7]=[C:8]2[C:12](=[CH:13][CH:14]=1)[NH:11][CH:10]=[CH:9]2)([O-:5])=[O:4].Cl[CH2:16][C:17]1[S:18][CH:19]=[CH:20][N:21]=1. The catalyst is CN(C=O)C. The product is [N+:3]([C:6]1[CH:7]=[C:8]2[C:12](=[CH:13][CH:14]=1)[N:11]([CH2:16][C:17]1[S:18][CH:19]=[CH:20][N:21]=1)[CH:10]=[CH:9]2)([O-:5])=[O:4]. The yield is 0.880.